From a dataset of Reaction yield outcomes from USPTO patents with 853,638 reactions. Predict the reaction yield, written as a fraction of the theoretical maximum amount of product (1.0 means a 100% yield; for example, 0.34 means a 34% yield). (1) The reactants are [CH3:1][C@@H:2]1[CH2:7][CH2:6][C@H:5]([NH:8][C:9]2[N:10]=[CH:11][C:12]3[C:17]([CH:18]=2)=[CH:16][CH:15]=[C:14]([CH:19]=[O:20])[CH:13]=3)[CH2:4][CH2:3]1.C1C(=O)N([Cl:28])C(=O)C1.C(O)(C(F)(F)F)=O. The catalyst is CC#N. The product is [Cl:28][C:18]1[C:17]2[C:12](=[CH:13][C:14]([CH:19]=[O:20])=[CH:15][CH:16]=2)[CH:11]=[N:10][C:9]=1[NH:8][C@H:5]1[CH2:4][CH2:3][C@@H:2]([CH3:1])[CH2:7][CH2:6]1. The yield is 0.720. (2) The reactants are C(N(CC)CC)C.[C:8]([C:10]1[CH:11]=[CH:12][C:13]2[O:17][CH2:16][CH2:15][C:14]=2[CH:18]=1)#[CH:9].[Br:19][C:20]1[CH:25]=[CH:24][CH:23]=[C:22](I)[CH:21]=1. The catalyst is O1CCCC1.C(OCC)(=O)C.CCCCCC.Cl[Pd](Cl)([P](C1C=CC=CC=1)(C1C=CC=CC=1)C1C=CC=CC=1)[P](C1C=CC=CC=1)(C1C=CC=CC=1)C1C=CC=CC=1.[Cu](I)I. The product is [Br:19][C:20]1[CH:21]=[C:22]([C:9]#[C:8][C:10]2[CH:11]=[CH:12][C:13]3[O:17][CH2:16][CH2:15][C:14]=3[CH:18]=2)[CH:23]=[CH:24][CH:25]=1. The yield is 0.810. (3) The product is [CH:13]1([NH:16][CH2:5][C:4]2[CH:7]=[C:8]([N+:10]([O-:12])=[O:11])[CH:9]=[C:2]([CH3:1])[CH:3]=2)[CH2:15][CH2:14]1. No catalyst specified. The yield is 0.520. The reactants are [CH3:1][C:2]1[CH:3]=[C:4]([CH:7]=[C:8]([N+:10]([O-:12])=[O:11])[CH:9]=1)[CH2:5]Br.[CH:13]1([NH2:16])[CH2:15][CH2:14]1. (4) The reactants are [CH2:1]([O:3][CH:4]([O:10][CH2:11][CH3:12])[C:5](OCC)=[O:6])[CH3:2].[NH4+:13].[OH-]. No catalyst specified. The product is [CH2:1]([O:3][CH:4]([O:10][CH2:11][CH3:12])[C:5]([NH2:13])=[O:6])[CH3:2]. The yield is 0.990. (5) The reactants are [CH3:1][N:2]1[C:6]([CH2:7][OH:8])=[CH:5][C:4]([O:9][CH2:10][C:11]2[C:12]([CH3:26])=[N:13][N:14]([C:16]3[CH:21]=[CH:20][C:19]([C:22]([F:25])([F:24])[F:23])=[CH:18][N:17]=3)[CH:15]=2)=[N:3]1. The catalyst is [O-2].[O-2].[Mn+4].O1CCCC1. The product is [CH3:1][N:2]1[C:6]([CH:7]=[O:8])=[CH:5][C:4]([O:9][CH2:10][C:11]2[C:12]([CH3:26])=[N:13][N:14]([C:16]3[CH:21]=[CH:20][C:19]([C:22]([F:25])([F:23])[F:24])=[CH:18][N:17]=3)[CH:15]=2)=[N:3]1. The yield is 0.850. (6) The reactants are C1C=CC(P(C2C(C3C(P(C4C=CC=CC=4)C4C=CC=CC=4)=CC=C4C=3C=CC=C4)=C3C(C=CC=C3)=CC=2)C2C=CC=CC=2)=CC=1.Br[C:48]1[CH:49]=[CH:50][C:51]2[C:57]3[S:58][C:59]([C:61]([N:63]([C:65]4[CH:70]=[CH:69][CH:68]=[CH:67][C:66]=4[Cl:71])[CH3:64])=[O:62])=[CH:60][C:56]=3[CH2:55][CH2:54][O:53][C:52]=2[CH:72]=1.[C:73](=[NH:86])([C:80]1[CH:85]=[CH:84][CH:83]=[CH:82][CH:81]=1)[C:74]1[CH:79]=[CH:78][CH:77]=[CH:76][CH:75]=1.CC([O-])(C)C.[Na+]. The catalyst is C1C=CC(/C=C/C(/C=C/C2C=CC=CC=2)=O)=CC=1.C1C=CC(/C=C/C(/C=C/C2C=CC=CC=2)=O)=CC=1.C1C=CC(/C=C/C(/C=C/C2C=CC=CC=2)=O)=CC=1.[Pd].[Pd].C1(C)C=CC=CC=1. The product is [Cl:71][C:66]1[CH:67]=[CH:68][CH:69]=[CH:70][C:65]=1[N:63]([CH3:64])[C:61]([C:59]1[S:58][C:57]2[C:51]3[CH:50]=[CH:49][C:48]([N:86]=[C:73]([C:74]4[CH:79]=[CH:78][CH:77]=[CH:76][CH:75]=4)[C:80]4[CH:85]=[CH:84][CH:83]=[CH:82][CH:81]=4)=[CH:72][C:52]=3[O:53][CH2:54][CH2:55][C:56]=2[CH:60]=1)=[O:62]. The yield is 0.650. (7) The reactants are [F:1][C:2]([F:16])([C:8]1[CH:13]=[CH:12][C:11](=[O:14])[N:10]([CH3:15])[CH:9]=1)[C:3]([O:5]CC)=[O:4].CO.O.[OH-].[Li+]. The catalyst is O1CCCC1. The product is [F:16][C:2]([F:1])([C:8]1[CH:13]=[CH:12][C:11](=[O:14])[N:10]([CH3:15])[CH:9]=1)[C:3]([OH:5])=[O:4]. The yield is 0.560. (8) The reactants are [CH2:1]([O:8][C:9]1[C:14]([CH2:15][N:16]2[CH2:25][CH2:24][C:23]3[C:18](=[C:19]([Cl:34])[C:20]([CH:27]([O:32][CH3:33])[C:28](OC)=[O:29])=[CH:21][C:22]=3[Cl:26])[C:17]2=[O:35])=[C:13]([CH3:36])[CH:12]=[C:11]([CH3:37])[N:10]=1)[C:2]1[CH:7]=[CH:6][CH:5]=[CH:4][CH:3]=1.[BH4-].[Li+]. The catalyst is O1CCCC1. The product is [CH2:1]([O:8][C:9]1[C:14]([CH2:15][N:16]2[CH2:25][CH2:24][C:23]3[C:18](=[C:19]([Cl:34])[C:20]([CH:27]([O:32][CH3:33])[CH2:28][OH:29])=[CH:21][C:22]=3[Cl:26])[C:17]2=[O:35])=[C:13]([CH3:36])[CH:12]=[C:11]([CH3:37])[N:10]=1)[C:2]1[CH:7]=[CH:6][CH:5]=[CH:4][CH:3]=1. The yield is 0.630. (9) The reactants are Cl[C:2]1[CH:7]=[CH:6][N:5]=[C:4]([NH2:8])[C:3]=1[N+:9]([O-:11])=[O:10].[C:12]([C:16]1[CH:40]=[CH:39][C:19]([C:20]([NH:22][C:23]2[CH:28]=[CH:27][CH:26]=[C:25](B3OC(C)(C)C(C)(C)O3)[C:24]=2[CH3:38])=[O:21])=[CH:18][CH:17]=1)([CH3:15])([CH3:14])[CH3:13].C([O-])([O-])=O.[Na+].[Na+]. The catalyst is COCCOC. The product is [NH2:8][C:4]1[C:3]([N+:9]([O-:11])=[O:10])=[C:2]([C:25]2[C:24]([CH3:38])=[C:23]([NH:22][C:20](=[O:21])[C:19]3[CH:18]=[CH:17][C:16]([C:12]([CH3:13])([CH3:14])[CH3:15])=[CH:40][CH:39]=3)[CH:28]=[CH:27][CH:26]=2)[CH:7]=[CH:6][N:5]=1. The yield is 0.570. (10) The reactants are [C:1]([C:5]1[CH:10]=[C:9]([C:11]([F:14])([F:13])[F:12])[C:8]([N+:15]([O-])=O)=[CH:7][C:6]=1[O:18]CC1C=CC=CC=1)([CH3:4])([CH3:3])[CH3:2].C([O-])=O.[NH4+]. The catalyst is CCO.[Pd]. The product is [NH2:15][C:8]1[C:9]([C:11]([F:12])([F:13])[F:14])=[CH:10][C:5]([C:1]([CH3:2])([CH3:3])[CH3:4])=[C:6]([OH:18])[CH:7]=1. The yield is 0.520.